This data is from Forward reaction prediction with 1.9M reactions from USPTO patents (1976-2016). The task is: Predict the product of the given reaction. (1) Given the reactants [Br:1][C:2]1[C:11]([CH3:12])=[C:10]2[C:5]([CH:6]=[CH:7][C:8](=[O:13])[NH:9]2)=[CH:4][CH:3]=1.[CH3:14]C(C)([O-])C.[K+].CI.O, predict the reaction product. The product is: [Br:1][C:2]1[C:11]([CH3:12])=[C:10]2[C:5]([CH:6]=[CH:7][C:8]([O:13][CH3:14])=[N:9]2)=[CH:4][CH:3]=1. (2) Given the reactants C(OC([N:8]1[CH2:17][CH2:16][C:15]2[C:10](=[CH:11][CH:12]=[CH:13][C:14]=2[NH:18][CH2:19][C:20]([O:22][CH2:23][CH3:24])=[O:21])[CH2:9]1)=O)(C)(C)C.Cl.C(Cl)[Cl:27], predict the reaction product. The product is: [ClH:27].[CH2:23]([O:22][C:20](=[O:21])[CH2:19][NH:18][C:14]1[CH:13]=[CH:12][CH:11]=[C:10]2[C:15]=1[CH2:16][CH2:17][NH:8][CH2:9]2)[CH3:24]. (3) The product is: [CH2:1]([O:5][CH2:6][C@@H:7]([NH:12][C:13]([C@H:15]1[O:17][C@@H:16]1[C:18]([O-:20])=[O:19])=[O:14])[CH2:8][CH:9]([CH3:11])[CH3:10])[CH:2]([CH3:3])[CH3:4].[Na+:24]. Given the reactants [CH2:1]([O:5][CH2:6][C@@H:7]([NH:12][C:13]([C@H:15]1[O:17][C@@H:16]1[C:18]([O:20]CC)=[O:19])=[O:14])[CH2:8][CH:9]([CH3:11])[CH3:10])[CH:2]([CH3:4])[CH3:3].[OH-].[Na+:24], predict the reaction product. (4) Given the reactants [NH2:1][C:2]1[C:3]([C:9]([C:11]2[CH:16]=[CH:15][N:14]=[C:13]3[NH:17][CH:18]=[CH:19][C:12]=23)=[O:10])=[N:4][CH:5]=[C:6]([Cl:8])[CH:7]=1.[Cl:20][C:21]1[CH:22]=[C:23]([S:28](Cl)(=[O:30])=[O:29])[CH:24]=[CH:25][C:26]=1[CH3:27].CO.[OH-].[Na+], predict the reaction product. The product is: [Cl:20][C:21]1[CH:22]=[C:23]([S:28]([NH:1][C:2]2[C:3]([C:9]([C:11]3[C:12]4[CH:19]=[CH:18][NH:17][C:13]=4[N:14]=[CH:15][CH:16]=3)=[O:10])=[N:4][CH:5]=[C:6]([Cl:8])[CH:7]=2)(=[O:30])=[O:29])[CH:24]=[CH:25][C:26]=1[CH3:27]. (5) Given the reactants [CH:1]12[O:8][CH:5]([CH2:6][CH2:7]1)[CH2:4][N:3]([C:9]1[C:14]([CH2:15]O)=[CH:13][CH:12]=[CH:11][N:10]=1)[CH2:2]2.O=S(Cl)[Cl:19], predict the reaction product. The product is: [Cl:19][CH2:15][C:14]1[C:9]([N:3]2[CH2:4][CH:5]3[O:8][CH:1]([CH2:7][CH2:6]3)[CH2:2]2)=[N:10][CH:11]=[CH:12][CH:13]=1.